Dataset: TCR-epitope binding with 47,182 pairs between 192 epitopes and 23,139 TCRs. Task: Binary Classification. Given a T-cell receptor sequence (or CDR3 region) and an epitope sequence, predict whether binding occurs between them. (1) Result: 0 (the TCR does not bind to the epitope). The epitope is ITEEVGHTDLMAAY. The TCR CDR3 sequence is CASSMGFGQPQHF. (2) The epitope is LLQTGIHVRVSQPSL. The TCR CDR3 sequence is CASSLEGTYSNTGELFF. Result: 1 (the TCR binds to the epitope). (3) The epitope is AVFDRKSDAK. The TCR CDR3 sequence is CASSDSAGLALNEQFF. Result: 1 (the TCR binds to the epitope). (4) The epitope is RLRPGGKKK. The TCR CDR3 sequence is CASSLDTDNPWKRNTIYF. Result: 0 (the TCR does not bind to the epitope). (5) The epitope is HSKKKCDEL. The TCR CDR3 sequence is CASSLASGSRYNEQFF. Result: 0 (the TCR does not bind to the epitope). (6) The epitope is GTSGSPIINR. The TCR CDR3 sequence is CASSHGPDSPLHF. Result: 1 (the TCR binds to the epitope). (7) The epitope is GILGFVFTL. The TCR CDR3 sequence is CASSIDGGNEQFF. Result: 1 (the TCR binds to the epitope). (8) The epitope is SEETGTLIV. The TCR CDR3 sequence is CASSYVNTEAFF. Result: 1 (the TCR binds to the epitope).